The task is: Predict the product of the given reaction.. This data is from Forward reaction prediction with 1.9M reactions from USPTO patents (1976-2016). (1) The product is: [OH:4][CH2:3][CH:2]([NH:1][S:14]([C:11]1[CH:12]=[CH:13][C:8]([CH3:18])=[CH:9][CH:10]=1)(=[O:16])=[O:15])[C:5]([OH:7])=[O:6]. Given the reactants [NH2:1][CH:2]([C:5]([OH:7])=[O:6])[CH2:3][OH:4].[C:8]1([CH3:18])[CH:13]=[CH:12][C:11]([S:14](Cl)(=[O:16])=[O:15])=[CH:10][CH:9]=1, predict the reaction product. (2) Given the reactants [F:1][C:2]([F:7])([F:6])[C:3]([OH:5])=[O:4].[F:8][C:9]1[CH:14]=[CH:13][C:12]([F:15])=[CH:11][C:10]=1[C:16]1[CH2:20][N:19](C(OC(C)(C)C)=O)[CH:18]([C:28]2[CH:33]=[CH:32][CH:31]=[CH:30][CH:29]=2)[CH:17]=1, predict the reaction product. The product is: [F:8][C:9]1[CH:14]=[CH:13][C:12]([F:15])=[CH:11][C:10]=1[C:16]1[CH2:20][NH:19][CH:18]([C:28]2[CH:33]=[CH:32][CH:31]=[CH:30][CH:29]=2)[CH:17]=1.[C:3]([OH:5])([C:2]([F:7])([F:6])[F:1])=[O:4]. (3) Given the reactants [Cl:1][C:2]1[C:7](I)=[CH:6][N:5]=[C:4]([NH:9][C:10]2[CH:17]=[CH:16][C:13]([C:14]#[N:15])=[CH:12][CH:11]=2)[N:3]=1.[C:18]([O:22][C:23](=[O:30])[NH:24][CH2:25][CH2:26][CH2:27][C:28]#[CH:29])([CH3:21])([CH3:20])[CH3:19].C(N(CC)CC)C.[Cl-].[NH4+], predict the reaction product. The product is: [Cl:1][C:2]1[C:7]([C:29]#[C:28][CH2:27][CH2:26][CH2:25][NH:24][C:23](=[O:30])[O:22][C:18]([CH3:20])([CH3:19])[CH3:21])=[CH:6][N:5]=[C:4]([NH:9][C:10]2[CH:17]=[CH:16][C:13]([C:14]#[N:15])=[CH:12][CH:11]=2)[N:3]=1. (4) Given the reactants [Cl:1][C:2]1[CH:7]=[CH:6][C:5]([S:8]([CH2:11][C:12]2[CH:17]=[C:16]([F:18])[CH:15]=[CH:14][C:13]=2[F:19])(=[O:10])=[O:9])=[CH:4][CH:3]=1.O[CH:21]1[CH2:26][CH2:25][N:24]([C:27]([O:29][C:30]([CH3:33])([CH3:32])[CH3:31])=[O:28])[CH2:23][CH2:22]1.C(C=P(CCCC)(CCCC)CCCC)#N, predict the reaction product. The product is: [Cl:1][C:2]1[CH:7]=[CH:6][C:5]([S:8]([CH:11]([C:12]2[CH:17]=[C:16]([F:18])[CH:15]=[CH:14][C:13]=2[F:19])[CH:21]2[CH2:26][CH2:25][N:24]([C:27]([O:29][C:30]([CH3:33])([CH3:32])[CH3:31])=[O:28])[CH2:23][CH2:22]2)(=[O:10])=[O:9])=[CH:4][CH:3]=1. (5) Given the reactants [CH3:1][C:2]([NH:14]C=O)([CH3:13])[CH2:3][C:4]1[C:9]([CH3:10])=[CH:8][C:7]([CH3:11])=[CH:6][C:5]=1[CH3:12].[OH-].[K+], predict the reaction product. The product is: [CH3:13][C:2]([NH2:14])([CH3:1])[CH2:3][C:4]1[C:9]([CH3:10])=[CH:8][C:7]([CH3:11])=[CH:6][C:5]=1[CH3:12]. (6) Given the reactants [OH-].[Na+].[CH3:3][NH:4][C:5]1[CH:14]=[CH:13][C:12]2[C:7](=[CH:8][CH:9]=[C:10]([C:15]([O:17]CC)=[O:16])[CH:11]=2)[N:6]=1, predict the reaction product. The product is: [CH3:3][NH:4][C:5]1[CH:14]=[CH:13][C:12]2[C:7](=[CH:8][CH:9]=[C:10]([C:15]([OH:17])=[O:16])[CH:11]=2)[N:6]=1. (7) Given the reactants [Cl:1][C:2]1[CH:7]=[CH:6][C:5]([Cl:8])=[CH:4][C:3]=1B(O)O.Br[C:13]1[CH:14]=[C:15]([S:19]([NH:22][C:23]2[CH:28]=[CH:27][CH:26]=[CH:25][C:24]=2[S:29]([NH2:32])(=[O:31])=[O:30])(=[O:21])=[O:20])[CH:16]=[CH:17][CH:18]=1.C([O-])([O-])=O.[Na+].[Na+], predict the reaction product. The product is: [Cl:1][C:2]1[CH:7]=[CH:6][C:5]([Cl:8])=[CH:4][C:3]=1[C:13]1[CH:14]=[C:15]([S:19]([NH:22][C:23]2[CH:28]=[CH:27][CH:26]=[CH:25][C:24]=2[S:29]([NH2:32])(=[O:30])=[O:31])(=[O:21])=[O:20])[CH:16]=[CH:17][CH:18]=1. (8) Given the reactants [NH2:1][C@@H:2]1[C:11]2[C:6](=[CH:7][CH:8]=[C:9]([N+:12]([O-:14])=[O:13])[CH:10]=2)[CH2:5][CH2:4][C@H:3]1[OH:15].C(N(CC)CC)C.[Cl:23][C:24]1[CH:25]=[C:26]([CH:30]=[CH:31][C:32]=1[Cl:33])[C:27](Cl)=[O:28], predict the reaction product. The product is: [Cl:23][C:24]1[CH:25]=[C:26]([CH:30]=[CH:31][C:32]=1[Cl:33])[C:27]([NH:1][C@@H:2]1[C:11]2[C:6](=[CH:7][CH:8]=[C:9]([N+:12]([O-:14])=[O:13])[CH:10]=2)[CH2:5][CH2:4][C@H:3]1[OH:15])=[O:28].